This data is from Peptide-MHC class I binding affinity with 185,985 pairs from IEDB/IMGT. The task is: Regression. Given a peptide amino acid sequence and an MHC pseudo amino acid sequence, predict their binding affinity value. This is MHC class I binding data. The peptide sequence is YLREHIRAM. The MHC is HLA-B51:01 with pseudo-sequence HLA-B51:01. The binding affinity (normalized) is 0.0847.